This data is from Reaction yield outcomes from USPTO patents with 853,638 reactions. The task is: Predict the reaction yield, written as a fraction of the theoretical maximum amount of product (1.0 means a 100% yield; for example, 0.34 means a 34% yield). (1) The reactants are Cl.[CH3:2][O:3][C:4](=[O:18])[C:5]1[C:6](=[C:11]([N+:15]([O-])=O)[CH:12]=[CH:13][CH:14]=1)[C:7]([O:9][CH3:10])=[O:8].[Sn](Cl)Cl. The catalyst is C(O)C. The product is [CH3:2][O:3][C:4](=[O:18])[C:5]1[C:6](=[C:11]([NH2:15])[CH:12]=[CH:13][CH:14]=1)[C:7]([O:9][CH3:10])=[O:8]. The yield is 0.860. (2) The reactants are Br[C:2]1[CH:3]=[C:4]([NH:10][C:11]2[CH:16]=[CH:15][C:14]([N:17]3[CH2:22][CH2:21][N:20]([CH2:23][CH2:24][O:25][CH3:26])[CH2:19][C@@H:18]3[CH3:27])=[CH:13][N:12]=2)[C:5](=[O:9])[N:6]([CH3:8])[CH:7]=1.[C:28]([O:31][CH2:32][C:33]1[C:34]([N:48]2[CH2:59][CH2:58][N:57]3[C:50](=[CH:51][C:52]4[CH2:53][C:54]([CH3:61])([CH3:60])[CH2:55][C:56]=43)[C:49]2=[O:62])=[N:35][CH:36]=[CH:37][C:38]=1B1OC(C)(C)C(C)(C)O1)(=[O:30])[CH3:29].[O-]P([O-])([O-])=O.[K+].[K+].[K+].C([O-])(=O)C.[Na+]. The catalyst is O.C1C=CC(P(C2C=CC=CC=2)[C-]2C=CC=C2)=CC=1.C1C=CC(P(C2C=CC=CC=2)[C-]2C=CC=C2)=CC=1.Cl[Pd]Cl.[Fe+2].C(#N)C. The product is [C:28]([O:31][CH2:32][C:33]1[C:34]([N:48]2[CH2:59][CH2:58][N:57]3[C:50](=[CH:51][C:52]4[CH2:53][C:54]([CH3:61])([CH3:60])[CH2:55][C:56]=43)[C:49]2=[O:62])=[N:35][CH:36]=[CH:37][C:38]=1[C:2]1[CH:3]=[C:4]([NH:10][C:11]2[CH:16]=[CH:15][C:14]([N:17]3[CH2:22][CH2:21][N:20]([CH2:23][CH2:24][O:25][CH3:26])[CH2:19][C@@H:18]3[CH3:27])=[CH:13][N:12]=2)[C:5](=[O:9])[N:6]([CH3:8])[CH:7]=1)(=[O:30])[CH3:29]. The yield is 0.650. (3) The reactants are [OH-].[K+].C([O:5][C:6](=[O:41])[C:7]1[CH:12]=[CH:11][C:10]([NH:13][C:14]([C:16]2[CH:24]=[C:23]3[C:19]([CH2:20][CH2:21][N:22]3[S:25]([C:28]3[CH:33]=[CH:32][CH:31]=[C:30]([C:34]([F:37])([F:36])[F:35])[CH:29]=3)(=[O:27])=[O:26])=[C:18]([O:38][CH3:39])[CH:17]=2)=[O:15])=[CH:9][C:8]=1[F:40])C.O1CCCC1. The catalyst is CO. The product is [F:40][C:8]1[CH:9]=[C:10]([NH:13][C:14]([C:16]2[CH:24]=[C:23]3[C:19]([CH2:20][CH2:21][N:22]3[S:25]([C:28]3[CH:33]=[CH:32][CH:31]=[C:30]([C:34]([F:35])([F:37])[F:36])[CH:29]=3)(=[O:26])=[O:27])=[C:18]([O:38][CH3:39])[CH:17]=2)=[O:15])[CH:11]=[CH:12][C:7]=1[C:6]([OH:41])=[O:5]. The yield is 0.860. (4) The reactants are CS(O[CH2:6][CH2:7][CH2:8][C:9]1[CH:10]=[C:11]2[C:16](=[CH:17][CH:18]=1)[N:15]=[C:14]([C:19]1[CH:20]=[N:21][CH:22]=[CH:23][CH:24]=1)[N:13]=[C:12]2[NH:25][C:26]1[CH:31]=[CH:30][C:29]([F:32])=[C:28]([Cl:33])[CH:27]=1)(=O)=O.[NH:34]([CH3:36])[CH3:35]. The catalyst is CO. The product is [ClH:33].[ClH:33].[Cl:33][C:28]1[CH:27]=[C:26]([NH:25][C:12]2[C:11]3[C:16](=[CH:17][CH:18]=[C:9]([CH2:8][CH2:7][CH2:6][N:34]([CH3:36])[CH3:35])[CH:10]=3)[N:15]=[C:14]([C:19]3[CH:20]=[N:21][CH:22]=[CH:23][CH:24]=3)[N:13]=2)[CH:31]=[CH:30][C:29]=1[F:32]. The yield is 0.240. (5) The reactants are C(OC(=O)[NH:10][CH2:11][CH2:12][CH2:13][CH2:14][CH2:15][CH2:16][N:17]1[CH2:21][CH:20]([OH:22])[CH2:19][CH:18]1[CH:23]([C:42]1[CH:47]=[CH:46][CH:45]=[CH:44][CH:43]=1)[O:24][CH:25]([C:34]1[CH:39]=[CH:38][C:37]([O:40][CH3:41])=[CH:36][CH:35]=1)[C:26]1[CH:31]=[CH:30][C:29]([O:32][CH3:33])=[CH:28][CH:27]=1)C1C=CC=CC=1. The catalyst is C(OCC)(=O)C. The product is [NH2:10][CH2:11][CH2:12][CH2:13][CH2:14][CH2:15][CH2:16][N:17]1[CH:18]([CH:23]([C:42]2[CH:43]=[CH:44][CH:45]=[CH:46][CH:47]=2)[O:24][CH:25]([C:26]2[CH:31]=[CH:30][C:29]([O:32][CH3:33])=[CH:28][CH:27]=2)[C:34]2[CH:39]=[CH:38][C:37]([O:40][CH3:41])=[CH:36][CH:35]=2)[CH2:19][CH:20]([OH:22])[CH2:21]1. The yield is 0.930. (6) The reactants are [F:1][C:2]1[CH:7]=[CH:6][C:5]([C:8]2[N:9]([CH3:16])[CH:10]=[C:11]([N+:13]([O-])=O)[CH:12]=2)=[CH:4][CH:3]=1. The catalyst is [Pt]=O.C(O)(=O)C. The product is [F:1][C:2]1[CH:7]=[CH:6][C:5]([CH:8]2[N:9]([CH3:16])[CH2:10][CH:11]([NH2:13])[CH2:12]2)=[CH:4][CH:3]=1. The yield is 0.0700.